Dataset: Forward reaction prediction with 1.9M reactions from USPTO patents (1976-2016). Task: Predict the product of the given reaction. (1) The product is: [Br:1][C:2]1[CH:7]=[CH:6][C:5]([N:8]([C:16]2[CH:21]=[CH:20][C:19]([C:22]#[N:23])=[C:18]([O:24][CH3:25])[N:17]=2)[C:9](=[O:15])[O:10][C:11]([CH3:14])([CH3:13])[CH3:12])=[CH:4][C:3]=1[CH2:26][Br:27]. Given the reactants [Br:1][C:2]1[CH:7]=[CH:6][C:5]([N:8]([C:16]2[CH:21]=[CH:20][C:19]([C:22]#[N:23])=[C:18]([O:24][CH3:25])[N:17]=2)[C:9](=[O:15])[O:10][C:11]([CH3:14])([CH3:13])[CH3:12])=[CH:4][C:3]=1[CH3:26].[Br:27]N1C(=O)CCC1=O.O, predict the reaction product. (2) Given the reactants [C:1]([C:4]1[CH:25]=[CH:24][C:7]([O:8][CH2:9][C:10]2[C:15]([CH3:16])=[CH:14][CH:13]=[CH:12][C:11]=2[N:17]2[C:21](=[O:22])[N:20]([CH3:23])[N:19]=[N:18]2)=[C:6]([CH3:26])[CH:5]=1)(=[O:3])[CH3:2].O1CCCC1.[C:32](=O)([O:36]CC)[O:33][CH2:34][CH3:35].Cl, predict the reaction product. The product is: [CH2:34]([O:33][C:32](=[O:36])[CH2:2][C:1]([C:4]1[CH:25]=[CH:24][C:7]([O:8][CH2:9][C:10]2[C:11]([N:17]3[C:21](=[O:22])[N:20]([CH3:23])[N:19]=[N:18]3)=[CH:12][CH:13]=[CH:14][C:15]=2[CH3:16])=[C:6]([CH3:26])[CH:5]=1)=[O:3])[CH3:35]. (3) Given the reactants [CH2:1]([O:3][C:4]([C:6]1[CH:7]=[N:8][C:9]2[C:14]([C:15]=1Cl)=[CH:13][CH:12]=[CH:11][C:10]=2[N+:17]([O-])=O)=[O:5])[CH3:2].[CH3:20][O:21][C:22]1[CH:23]=[C:24]([CH:27]=[CH:28][CH:29]=1)[CH2:25][NH2:26], predict the reaction product. The product is: [CH2:1]([O:3][C:4]([C:6]1[CH:7]=[N:8][C:9]2[C:14]([C:15]=1[NH:26][CH2:25][C:24]1[CH:27]=[CH:28][CH:29]=[C:22]([O:21][CH3:20])[CH:23]=1)=[CH:13][CH:12]=[CH:11][C:10]=2[NH2:17])=[O:5])[CH3:2]. (4) Given the reactants [NH2:1][C:2]1[C:11]2[N:12]=[C:13]([CH2:20][O:21][CH2:22][CH3:23])[N:14]([CH2:15][C:16]([OH:19])([CH3:18])[CH3:17])[C:10]=2[C:9]2[CH:8]=[CH:7][C:6]([O:24][CH2:25][CH2:26][NH:27]C(=O)OC(C)(C)C)=[CH:5][C:4]=2[N:3]=1.[ClH:35], predict the reaction product. The product is: [ClH:35].[ClH:35].[NH2:1][C:2]1[C:11]2[N:12]=[C:13]([CH2:20][O:21][CH2:22][CH3:23])[N:14]([CH2:15][C:16]([CH3:18])([OH:19])[CH3:17])[C:10]=2[C:9]2[CH:8]=[CH:7][C:6]([O:24][CH2:25][CH2:26][NH2:27])=[CH:5][C:4]=2[N:3]=1. (5) Given the reactants [C:1]1([C:7]2[CH:16]=[CH:15][CH:14]=[C:13]3[C:8]=2[C:9]([NH:31][CH2:32][C:33]2[CH:38]=[CH:37][CH:36]=[CH:35][N:34]=2)=[N:10][C:11]([C:17]2[CH:18]=[C:19]([S:23]([NH:26][P:27](=[O:30])([OH:29])[OH:28])(=[O:25])=[O:24])[CH:20]=[N:21][CH:22]=2)=[N:12]3)[CH:6]=[CH:5][CH:4]=[CH:3][CH:2]=1.[OH-].[K+:40], predict the reaction product. The product is: [C:1]1([C:7]2[CH:16]=[CH:15][CH:14]=[C:13]3[C:8]=2[C:9]([NH:31][CH2:32][C:33]2[CH:38]=[CH:37][CH:36]=[CH:35][N:34]=2)=[N:10][C:11]([C:17]2[CH:18]=[C:19]([S:23]([NH:26][P:27](=[O:28])([O-:29])[O-:30])(=[O:24])=[O:25])[CH:20]=[N:21][CH:22]=2)=[N:12]3)[CH:2]=[CH:3][CH:4]=[CH:5][CH:6]=1.[K+:40].[K+:40].[K+:40]. (6) Given the reactants [N:1]1[CH:6]=[CH:5][C:4]([N:7]2[CH2:11][CH2:10][NH:9][C:8]2=[O:12])=[CH:3][CH:2]=1.[H-].[Na+].Br[CH2:16][CH2:17][CH2:18][CH2:19][CH2:20][CH2:21][O:22][C:23]1[CH:28]=[CH:27][C:26]([C:29]([F:32])([F:31])[F:30])=[CH:25][CH:24]=1, predict the reaction product. The product is: [N:1]1[CH:2]=[CH:3][C:4]([N:7]2[CH2:11][CH2:10][N:9]([CH2:16][CH2:17][CH2:18][CH2:19][CH2:20][CH2:21][O:22][C:23]3[CH:24]=[CH:25][C:26]([C:29]([F:30])([F:31])[F:32])=[CH:27][CH:28]=3)[C:8]2=[O:12])=[CH:5][CH:6]=1. (7) Given the reactants [Br:1][C:2]1[C:3]([F:12])=[C:4]2[C:8](=[C:9]([F:11])[CH:10]=1)[NH:7][N:6]=[CH:5]2.C1(C)C=CC(S(O)(=O)=O)=CC=1.[CH2:24]1[CH2:29][O:28][CH:27]=[CH:26][CH2:25]1, predict the reaction product. The product is: [Br:1][C:2]1[CH:10]=[C:9]([F:11])[C:8]2[C:4](=[CH:5][N:6]([CH:27]3[CH2:26][CH2:25][CH2:24][CH2:29][O:28]3)[N:7]=2)[C:3]=1[F:12]. (8) Given the reactants [Br:1][C:2]1[CH:3]=[CH:4][C:5]([CH2:10][CH2:11][C:12]2[CH:17]=[CH:16][CH:15]=[CH:14][CH:13]=2)=[C:6]([CH:9]=1)[CH:7]=O.[NH2:18][C:19]1[CH:28]=[CH:27][C:22]([C:23]([O:25][CH3:26])=[O:24])=[CH:21][CH:20]=1, predict the reaction product. The product is: [Br:1][C:2]1[CH:3]=[CH:4][C:5]([CH2:10][CH2:11][C:12]2[CH:17]=[CH:16][CH:15]=[CH:14][CH:13]=2)=[C:6]([CH:9]=1)[CH2:7][NH:18][C:19]1[CH:20]=[CH:21][C:22]([C:23]([O:25][CH3:26])=[O:24])=[CH:27][CH:28]=1. (9) Given the reactants [Cl:1][C:2]1[C:3]([CH2:10][O:11][CH:12]2[CH2:17][CH2:16][CH2:15][CH2:14][O:13]2)=[C:4]([CH2:8][NH2:9])[CH:5]=[N:6][CH:7]=1.C(Cl)Cl.[C:21](Cl)(=[O:25])[CH:22]([CH3:24])[CH3:23], predict the reaction product. The product is: [Cl:1][C:2]1[C:3]([CH2:10][O:11][CH:12]2[CH2:17][CH2:16][CH2:15][CH2:14][O:13]2)=[C:4]([CH2:8][NH:9][C:21](=[O:25])[CH:22]([CH3:24])[CH3:23])[CH:5]=[N:6][CH:7]=1.